This data is from Catalyst prediction with 721,799 reactions and 888 catalyst types from USPTO. The task is: Predict which catalyst facilitates the given reaction. (1) Reactant: [CH3:1][CH:2]([C:8]([O:10][CH2:11][CH3:12])=[O:9])[C:3]([O:5][CH2:6][CH3:7])=[O:4].[CH2:13]([S:20][CH2:21]Br)[C:14]1[CH:19]=[CH:18][CH:17]=[CH:16][CH:15]=1.[O-]CCCC.[K+]. Product: [CH2:11]([O:10][C:8](=[O:9])[C:2]([CH2:21][S:20][CH2:13][C:14]1[CH:19]=[CH:18][CH:17]=[CH:16][CH:15]=1)([CH3:1])[C:3]([O:5][CH2:6][CH3:7])=[O:4])[CH3:12]. The catalyst class is: 6. (2) The catalyst class is: 1. Product: [Br:1][C:2]1[C:3]([F:13])=[CH:4][C:5]([O:11][CH3:12])=[C:6]([CH2:7][OH:8])[CH:10]=1. Reactant: [Br:1][C:2]1[C:3]([F:13])=[CH:4][C:5]([O:11][CH3:12])=[C:6]([CH:10]=1)[C:7](O)=[O:8].CCN(CC)CC.ClC(OCC(C)C)=O. (3) Reactant: [Br:1][C:2]1[CH:3]=[C:4]2[O:10][C:9](=[O:11])[NH:8][C:5]2=[N:6][CH:7]=1.[Cl:12][C:13]1[CH:18]=[CH:17][C:16]([CH2:19]Cl)=[CH:15][N:14]=1.C(=O)([O-])[O-].[Cs+].[Cs+]. Product: [Br:1][C:2]1[CH:3]=[C:4]2[O:10][C:9](=[O:11])[N:8]=[C:5]2[N:6]([CH2:19][C:16]2[CH:15]=[N:14][C:13]([Cl:12])=[CH:18][CH:17]=2)[CH:7]=1. The catalyst class is: 3.